The task is: Predict the reaction yield, written as a fraction of the theoretical maximum amount of product (1.0 means a 100% yield; for example, 0.34 means a 34% yield).. This data is from Reaction yield outcomes from USPTO patents with 853,638 reactions. (1) The reactants are [Br:1][C:2]1[CH:7]=[C:6]([Cl:8])[C:5]([OH:9])=[C:4]([Cl:10])[CH:3]=1.F[C:12]1[CH:17]=[CH:16][C:15]([N+:18]([O-:20])=[O:19])=[CH:14][CH:13]=1.C(=O)([O-])[O-].[K+].[K+]. The catalyst is CN(C=O)C.[Cu]. The product is [Br:1][C:2]1[CH:7]=[C:6]([Cl:8])[C:5]([O:9][C:12]2[CH:17]=[CH:16][C:15]([N+:18]([O-:20])=[O:19])=[CH:14][CH:13]=2)=[C:4]([Cl:10])[CH:3]=1. The yield is 0.690. (2) The reactants are C(=O)(SC)O[O:3][CH:4]([O:8][C:9](=[O:13])[CH:10]([CH3:12])[CH3:11])[CH:5]([CH3:7])[CH3:6].[OH:17][N:18]1[C:22](=[O:23])[C@H:21]([O:24][C:25](=[O:32])[C:26]2[CH:31]=[CH:30][CH:29]=[CH:28][CH:27]=2)[C@@H:20]([O:33][C:34](=[O:41])[C:35]2[CH:40]=[CH:39][CH:38]=[CH:37][CH:36]=2)[C:19]1=[O:42].[C:43](OO)(=[O:45])C.C(O)(=O)C. The catalyst is ClCCCl. The product is [CH3:12][CH:10]([CH3:11])[C:9]([O:8][C@@H:4]([O:3][C:43]([O:17][N:18]1[C:22](=[O:23])[C@H:21]([O:24][C:25](=[O:32])[C:26]2[CH:27]=[CH:28][CH:29]=[CH:30][CH:31]=2)[C@@H:20]([O:33][C:34](=[O:41])[C:35]2[CH:40]=[CH:39][CH:38]=[CH:37][CH:36]=2)[C:19]1=[O:42])=[O:45])[CH:5]([CH3:6])[CH3:7])=[O:13]. The yield is 0.250. (3) The reactants are [CH2:1]([O:3][C:4]1[C:8]([CH2:9][CH2:10][CH2:11][O:12][C:13]2[CH:18]=[CH:17][C:16]([CH2:19][CH2:20][C:21]([O:23]CC)=[O:22])=[CH:15][C:14]=2[OH:26])=[CH:7][N:6]([C:27]2[CH:32]=[CH:31][C:30]([C:33]([F:36])([F:35])[F:34])=[CH:29][N:28]=2)[N:5]=1)[CH3:2].C(=O)([O-])[O-].[K+].[K+].I[CH2:44][CH3:45].CN(C)C=O. The catalyst is O. The product is [CH2:44]([O:26][C:14]1[CH:15]=[C:16]([CH2:19][CH2:20][C:21]([OH:23])=[O:22])[CH:17]=[CH:18][C:13]=1[O:12][CH2:11][CH2:10][CH2:9][C:8]1[C:4]([O:3][CH2:1][CH3:2])=[N:5][N:6]([C:27]2[CH:32]=[CH:31][C:30]([C:33]([F:34])([F:36])[F:35])=[CH:29][N:28]=2)[CH:7]=1)[CH3:45]. The yield is 0.750. (4) The reactants are [CH3:1][C:2]1([CH3:12])[C:11]2[C:6](=[CH:7][CH:8]=[CH:9][CH:10]=2)[NH:5][CH2:4][CH2:3]1.[N+:13]([O-])([O-:15])=[O:14].[K+].C([O-])([O-])=O.[Na+].[Na+]. The catalyst is OS(O)(=O)=O. The product is [CH3:1][C:2]1([CH3:12])[C:11]2[C:6](=[CH:7][C:8]([N+:13]([O-:15])=[O:14])=[CH:9][CH:10]=2)[NH:5][CH2:4][CH2:3]1. The yield is 0.500. (5) The reactants are C(OC([N:8]1[CH2:13][CH2:12][CH:11]([CH2:14][O:15][C:16]2[CH:25]=[C:24]3[C:19]([C:20]([NH:26][C:27]4[CH:32]=[C:31]([NH:33][C:34](=[O:46])[C:35]5[CH:40]=[CH:39][CH:38]=[C:37]([C:41]([C:44]#[N:45])([CH3:43])[CH3:42])[CH:36]=5)[CH:30]=[CH:29][C:28]=4[CH3:47])=[N:21][CH:22]=[N:23]3)=[CH:18][CH:17]=2)[CH2:10][CH2:9]1)=O)(C)(C)C. The catalyst is Cl.O1CCOCC1. The product is [C:44]([C:41]([C:37]1[CH:36]=[C:35]([CH:40]=[CH:39][CH:38]=1)[C:34]([NH:33][C:31]1[CH:30]=[CH:29][C:28]([CH3:47])=[C:27]([NH:26][C:20]2[C:19]3[C:24](=[CH:25][C:16]([O:15][CH2:14][CH:11]4[CH2:10][CH2:9][NH:8][CH2:13][CH2:12]4)=[CH:17][CH:18]=3)[N:23]=[CH:22][N:21]=2)[CH:32]=1)=[O:46])([CH3:42])[CH3:43])#[N:45]. The yield is 0.930. (6) The reactants are O1CCCC1.[O:6]([C:13]1[CH:14]=[C:15]([CH2:19][C:20](Cl)=[N:21][OH:22])[CH:16]=[CH:17][CH:18]=1)[C:7]1[CH:12]=[CH:11][CH:10]=[CH:9][CH:8]=1.[C:24]([C:26]1[C:27]([NH2:32])=[N:28][CH:29]=[CH:30][CH:31]=1)#[CH:25].C(N(CC)CC)C. The catalyst is O. The product is [O:6]([C:13]1[CH:14]=[C:15]([CH:16]=[CH:17][CH:18]=1)[CH2:19][C:20]1[CH:25]=[C:24]([C:26]2[C:27]([NH2:32])=[N:28][CH:29]=[CH:30][CH:31]=2)[O:22][N:21]=1)[C:7]1[CH:12]=[CH:11][CH:10]=[CH:9][CH:8]=1. The yield is 0.430. (7) The product is [C:6]([N:10]1[CH:33]=[C:32]2[C:12]([CH:13]=[CH:14][C:15]3([CH2:31]2)[CH2:16][CH2:17][N:18]([C:21]([O:23][CH2:24][C:25]2[CH:30]=[CH:29][CH:28]=[CH:27][CH:26]=2)=[O:22])[CH2:19][CH2:20]3)=[N:11]1)([CH3:9])([CH3:7])[CH3:8]. The yield is 0.650. The reactants are P(Cl)(Cl)(Cl)=O.[C:6]([NH:10]/[N:11]=[C:12]1/[CH:13]=[CH:14][C:15]2([CH2:31][CH2:32]/1)[CH2:20][CH2:19][N:18]([C:21]([O:23][CH2:24][C:25]1[CH:30]=[CH:29][CH:28]=[CH:27][CH:26]=1)=[O:22])[CH2:17][CH2:16]2)([CH3:9])([CH3:8])[CH3:7].[CH3:33]N(C)C=O. No catalyst specified.